This data is from Forward reaction prediction with 1.9M reactions from USPTO patents (1976-2016). The task is: Predict the product of the given reaction. (1) Given the reactants [CH2:1](Br)[C:2]1[CH:7]=[CH:6][CH:5]=[CH:4][CH:3]=1.[NH:9]1[C:13]([C:14]2[CH:15]=[C:16]([C:20]3[CH:21]=[CH:22][C:23]4[O:27][C:26]([C:28]5[CH:33]=[CH:32][C:31]([F:34])=[CH:30][CH:29]=5)=[C:25]([C:35]([NH:37][CH3:38])=[O:36])[C:24]=4[CH:39]=3)[CH:17]=[CH:18][CH:19]=2)=[N:12][N:11]=[N:10]1.C([O-])([O-])=O.[Na+].[Na+], predict the reaction product. The product is: [CH2:1]([N:10]1[N:11]=[N:12][C:13]([C:14]2[CH:15]=[C:16]([C:20]3[CH:21]=[CH:22][C:23]4[O:27][C:26]([C:28]5[CH:33]=[CH:32][C:31]([F:34])=[CH:30][CH:29]=5)=[C:25]([C:35]([NH:37][CH3:38])=[O:36])[C:24]=4[CH:39]=3)[CH:17]=[CH:18][CH:19]=2)=[N:9]1)[C:2]1[CH:7]=[CH:6][CH:5]=[CH:4][CH:3]=1. (2) Given the reactants O[C:2]1[CH:3]=[C:4]([C:13]([O:15][CH2:16][CH3:17])=[O:14])[CH:5]=[C:6]([CH:12]=1)[C:7]([O:9][CH2:10][CH3:11])=[O:8].Br[CH2:19][CH2:20][CH2:21][CH2:22][CH2:23][CH2:24][O:25][C:26]1[CH:31]=[CH:30][C:29]([N:32]=[N:33][C:34]2[CH:39]=[CH:38][C:37]([CH3:40])=[CH:36][CH:35]=2)=[CH:28][CH:27]=1.CC(C)=[O:43], predict the reaction product. The product is: [CH3:40][C:37]1[CH:38]=[CH:39][C:34]([N:33]=[N:32][C:29]2[CH:30]=[CH:31][C:26]([O:25][CH2:24][CH2:23][CH2:22][CH2:21][CH2:20][CH2:19][O:43][C:5]3[C:4]([C:13]([O:15][CH2:16][CH3:17])=[O:14])=[CH:3][CH:2]=[CH:12][C:6]=3[C:7]([O:9][CH2:10][CH3:11])=[O:8])=[CH:27][CH:28]=2)=[CH:35][CH:36]=1. (3) Given the reactants C([O:3][C:4](=[O:13])[C:5]([C:7]1[S:8][C:9]([CH3:12])=[CH:10][CH:11]=1)=[O:6])C.[OH-].[Na+], predict the reaction product. The product is: [CH3:12][C:9]1[S:8][C:7]([C:5](=[O:6])[C:4]([OH:13])=[O:3])=[CH:11][CH:10]=1. (4) The product is: [C:31]([C:21]1[CH:20]=[CH:19][C:18]([O:17][CH2:16][CH2:15][CH2:14][O:13][C:10]2[CH:9]=[CH:8][C:7]([CH2:6][C@H:5]([O:25][CH3:26])[C:4]([OH:3])=[O:27])=[CH:12][CH:11]=2)=[CH:23][CH:22]=1)([O:30][CH3:28])=[O:38]. Given the reactants C([O:3][C:4](=[O:27])[C@@H:5]([O:25][CH3:26])[CH2:6][C:7]1[CH:12]=[CH:11][C:10]([O:13][CH2:14][CH2:15][CH2:16][O:17][C:18]2[CH:23]=[CH:22][C:21](O)=[CH:20][CH:19]=2)=[CH:9][CH:8]=1)C.[CH2:28]([O:30][C:31](=[O:38])COS(C)(=O)=O)C, predict the reaction product. (5) Given the reactants [CH3:1][C:2]1[O:3][C:4]([C:18]2[CH:23]=[CH:22][CH:21]=[C:20]([C:24]([F:27])([F:26])[F:25])[CH:19]=2)=[CH:5][C:6]=1[CH2:7][N:8]1[CH:12]=[C:11]([C:13]([O:15]CC)=[O:14])[CH:10]=[N:9]1.[OH-].[Na+].Cl, predict the reaction product. The product is: [CH3:1][C:2]1[O:3][C:4]([C:18]2[CH:23]=[CH:22][CH:21]=[C:20]([C:24]([F:27])([F:25])[F:26])[CH:19]=2)=[CH:5][C:6]=1[CH2:7][N:8]1[CH:12]=[C:11]([C:13]([OH:15])=[O:14])[CH:10]=[N:9]1. (6) Given the reactants Cl[C:2]1[CH:11]=[CH:10][C:9]2[N:8]=[CH:7][C:6]3[CH2:12][N:13]([CH3:40])[C:14](=[O:39])[N:15]([C:16]4[CH:21]=[CH:20][C:19]([N:22]5[CH2:27][CH2:26][N:25]([C:28]([O:30][C:31]([CH3:34])([CH3:33])[CH3:32])=[O:29])[CH2:24][CH2:23]5)=[C:18]([C:35]([F:38])([F:37])[F:36])[CH:17]=4)[C:5]=3[C:4]=2[CH:3]=1.[N:41]1[C:50]2[C:45](=[CH:46][CH:47]=[CH:48][CH:49]=2)[CH:44]=[C:43](B(O)O)[CH:42]=1.CC(C1C=C(C(C)C)C(C2C(P(C(C)(C)C)C(C)(C)C)=CC=CC=2)=C(C(C)C)C=1)C.C([O-])([O-])=O.[Na+].[Na+], predict the reaction product. The product is: [CH3:40][N:13]1[CH2:12][C:6]2[CH:7]=[N:8][C:9]3[CH:10]=[CH:11][C:2]([C:43]4[CH:42]=[N:41][C:50]5[C:45]([CH:44]=4)=[CH:46][CH:47]=[CH:48][CH:49]=5)=[CH:3][C:4]=3[C:5]=2[N:15]([C:16]2[CH:21]=[CH:20][C:19]([N:22]3[CH2:23][CH2:24][N:25]([C:28]([O:30][C:31]([CH3:32])([CH3:33])[CH3:34])=[O:29])[CH2:26][CH2:27]3)=[C:18]([C:35]([F:36])([F:38])[F:37])[CH:17]=2)[C:14]1=[O:39]. (7) Given the reactants [Cl:1][C:2]1[CH:3]=[C:4]([CH3:19])[C:5]2[O:11][CH2:10][CH2:9][CH2:8][CH:7]([NH:12][S:13]([CH2:16][CH3:17])(=[O:15])=[O:14])[C:6]=2[CH:18]=1.[H-].[Na+].[CH3:22]I, predict the reaction product. The product is: [Cl:1][C:2]1[CH:3]=[C:4]([CH3:19])[C:5]2[O:11][CH2:10][CH2:9][CH2:8][CH:7]([N:12]([S:13]([CH2:16][CH3:17])(=[O:14])=[O:15])[CH3:22])[C:6]=2[CH:18]=1. (8) Given the reactants [C:1]([O:5][C:6](=[O:25])[NH:7][C:8]1[CH:13]=[C:12]([N:14]2[CH2:19][CH2:18][O:17][CH2:16][CH2:15]2)[C:11]([C:20]([F:23])([F:22])[F:21])=[CH:10][C:9]=1[NH2:24])([CH3:4])([CH3:3])[CH3:2].C([O:30][C:31](=O)[CH2:32][C:33]([C:35]1[CH:40]=[CH:39][CH:38]=[C:37]([N:41]2[C:45]([CH2:46][N:47]([CH3:49])[CH3:48])=[CH:44][N:43]=[N:42]2)[CH:36]=1)=[O:34])(C)(C)C, predict the reaction product. The product is: [C:1]([O:5][C:6](=[O:25])[NH:7][C:8]1[CH:13]=[C:12]([N:14]2[CH2:15][CH2:16][O:17][CH2:18][CH2:19]2)[C:11]([C:20]([F:21])([F:22])[F:23])=[CH:10][C:9]=1[NH:24][C:31](=[O:30])[CH2:32][C:33]([C:35]1[CH:40]=[CH:39][CH:38]=[C:37]([N:41]2[C:45]([CH2:46][N:47]([CH3:49])[CH3:48])=[CH:44][N:43]=[N:42]2)[CH:36]=1)=[O:34])([CH3:4])([CH3:2])[CH3:3]. (9) Given the reactants C([Si](C(C)C)(C(C)C)[O:5][C:6]1[CH:14]=[CH:13][CH:12]=[C:11]2[C:7]=1[CH:8]=[CH:9][NH:10]2)(C)C.[C:21]1(=O)[CH2:25][CH2:24][CH2:23][CH2:22]1, predict the reaction product. The product is: [C:21]1([C:9]2[NH:10][C:11]3[CH:12]=[CH:13][CH:14]=[C:6]([OH:5])[C:7]=3[CH:8]=2)[CH2:25][CH2:24][CH2:23][CH:22]=1. (10) Given the reactants Br[C:2]1[CH:7]=[C:6]([Cl:8])[N:5]=[N:4][C:3]=1[NH2:9].[C:10]1(B(O)O)[CH:15]=[CH:14][CH:13]=[CH:12][CH:11]=1, predict the reaction product. The product is: [Cl:8][C:6]1[N:5]=[N:4][C:3]([NH2:9])=[C:2]([C:10]2[CH:15]=[CH:14][CH:13]=[CH:12][CH:11]=2)[CH:7]=1.